Dataset: Forward reaction prediction with 1.9M reactions from USPTO patents (1976-2016). Task: Predict the product of the given reaction. (1) Given the reactants Br[CH:2]([CH2:13][CH2:14]Cl)[C:3]([C:5]1[CH:10]=[CH:9][C:8]([F:11])=[CH:7][C:6]=1[F:12])=[O:4].[CH:16]([N:18]([Na])C=O)=[O:17].[OH-].[Na+].Cl, predict the reaction product. The product is: [F:12][C:6]1[CH:7]=[C:8]([F:11])[CH:9]=[CH:10][C:5]=1[C:3]([C:2]1([NH:18][CH:16]=[O:17])[CH2:14][CH2:13]1)=[O:4]. (2) Given the reactants C[N:2](C)/[CH:3]=[CH:4]/[C:5]([C:7]1[C:12](=[O:13])[CH:11]=[CH:10][N:9]([C:14]2[CH:19]=[CH:18][CH:17]=[C:16]([F:20])[CH:15]=2)[N:8]=1)=O.[F:22][C:23]1[CH:24]=[C:25]([NH:29]N)[CH:26]=[CH:27][CH:28]=1, predict the reaction product. The product is: [F:20][C:16]1[CH:15]=[C:14]([N:9]2[CH:10]=[CH:11][C:12](=[O:13])[C:7]([C:5]3[N:29]([C:25]4[CH:26]=[CH:27][CH:28]=[C:23]([F:22])[CH:24]=4)[N:2]=[CH:3][CH:4]=3)=[N:8]2)[CH:19]=[CH:18][CH:17]=1. (3) Given the reactants [CH3:1][N:2]1[C:6]2[CH:7]=[CH:8][CH:9]=[CH:10][C:5]=2[NH:4][C:3]1=[O:11].[H-].[Na+].[Cl:14][CH2:15]/[CH:16]=[CH:17]\[CH2:18]Cl, predict the reaction product. The product is: [Cl:14][CH2:15]/[CH:16]=[CH:17]\[CH2:18][N:4]1[C:5]2[CH:10]=[CH:9][CH:8]=[CH:7][C:6]=2[N:2]([CH3:1])[C:3]1=[O:11]. (4) Given the reactants [N:1]1([CH2:6][CH2:7][CH2:8][O:9][C:10]2[CH:15]=[CH:14][C:13]([CH2:16][C:17]#[N:18])=[CH:12][CH:11]=2)[CH2:5][CH2:4][CH2:3][CH2:2]1.Cl[CH2:20][CH2:21][N:22]([CH2:30][CH2:31]Cl)[C:23](=[O:29])[O:24][C:25]([CH3:28])([CH3:27])[CH3:26].[H-].[Na+].[I-].[K+], predict the reaction product. The product is: [C:17]([C:16]1([C:13]2[CH:12]=[CH:11][C:10]([O:9][CH2:8][CH2:7][CH2:6][N:1]3[CH2:2][CH2:3][CH2:4][CH2:5]3)=[CH:15][CH:14]=2)[CH2:31][CH2:30][N:22]([C:23]([O:24][C:25]([CH3:27])([CH3:26])[CH3:28])=[O:29])[CH2:21][CH2:20]1)#[N:18]. (5) Given the reactants [O:1]1[CH:5]=[CH:4][CH:3]=[C:2]1[C:6]1[C:7]2[NH:15][N:14]=[N:13][C:8]=2[N:9]=[C:10]([NH2:12])[N:11]=1.Br[CH2:17][C:18]([C:20]1[CH:25]=[CH:24][CH:23]=[CH:22][CH:21]=1)=[O:19].C(N(CC)CC)C, predict the reaction product. The product is: [NH2:12][C:10]1[N:11]=[C:6]([C:2]2[O:1][CH:5]=[CH:4][CH:3]=2)[C:7]2[N:15]=[N:14][N:13]([CH2:17][C:18]([C:20]3[CH:25]=[CH:24][CH:23]=[CH:22][CH:21]=3)=[O:19])[C:8]=2[N:9]=1. (6) Given the reactants [F:1][C:2]1[CH:17]=[C:16]([O:18][CH2:19][C:20]2[CH:21]=[N:22][C:23]([O:26][CH3:27])=[CH:24][CH:25]=2)[C:15]([O:28][CH3:29])=[CH:14][C:3]=1[CH2:4][NH:5][C:6]1[C:7]([NH2:13])=[CH:8][C:9]([I:12])=[CH:10][CH:11]=1.[C:30]1(C)C=CC(S(O)(=O)=O)=CC=1, predict the reaction product. The product is: [F:1][C:2]1[CH:17]=[C:16]([O:18][CH2:19][C:20]2[CH:21]=[N:22][C:23]([O:26][CH3:27])=[CH:24][CH:25]=2)[C:15]([O:28][CH3:29])=[CH:14][C:3]=1[CH2:4][N:5]1[C:6]2[CH:11]=[CH:10][C:9]([I:12])=[CH:8][C:7]=2[N:13]=[CH:30]1. (7) The product is: [Cl:1][C:2]1[CH:3]=[C:4]2[C:8](=[C:9]([NH:11][CH:12]3[CH2:17][CH2:16][O:15][CH2:14][CH2:13]3)[CH:10]=1)[NH:7][C:6]([C:18]1[S:19][CH2:20][C@@H:21]([CH2:23][CH2:24][N:25]3[CH2:30][CH2:29][N:28]([C:48](=[O:47])[CH2:49][C:50]([F:53])([F:52])[F:51])[CH2:27][CH2:26]3)[N:22]=1)=[CH:5]2. Given the reactants [Cl:1][C:2]1[CH:3]=[C:4]2[C:8](=[C:9]([NH:11][CH:12]3[CH2:17][CH2:16][O:15][CH2:14][CH2:13]3)[CH:10]=1)[NH:7][C:6]([C:18]1[S:19][CH2:20][C@@H:21]([CH2:23][CH2:24][N:25]3[CH2:30][CH2:29][NH:28][CH2:27][CH2:26]3)[N:22]=1)=[CH:5]2.C(N(C(C)C)CC)(C)C.O=C1CCC(=O)N1[O:47][C:48](=O)[CH2:49][C:50]([F:53])([F:52])[F:51].O, predict the reaction product. (8) The product is: [C:1]([CH2:7][C:8]([C:10]1[CH:15]=[CH:14][C:13]([O:16][CH3:17])=[CH:12][CH:11]=1)=[O:9])(=[S:3])[CH3:2]. Given the reactants [C:1]([O-])(=[S:3])[CH3:2].[K+].Br[CH2:7][C:8]([C:10]1[CH:15]=[CH:14][C:13]([O:16][CH3:17])=[CH:12][CH:11]=1)=[O:9], predict the reaction product. (9) Given the reactants [CH:1]1[CH:2]=[CH:3][C:4]2[NH:11][C:9](=[O:10])[CH:8]=[C:7]([CH2:12][CH:13]([NH:17][C:18]([C:20]3[CH:21]=[CH:22][C:23]([Cl:26])=[CH:24][CH:25]=3)=[O:19])[C:14]([OH:16])=[O:15])[C:5]=2[CH:6]=1.Br[CH2:28][CH2:29][CH:30]1[O:35][CH2:34][CH2:33][CH2:32][O:31]1, predict the reaction product. The product is: [Cl:26][C:23]1[CH:24]=[CH:25][C:20]([C:18]([NH:17][CH:13]([CH2:12][C:7]2[C:5]3[C:4](=[CH:3][CH:2]=[CH:1][CH:6]=3)[NH:11][C:9](=[O:10])[CH:8]=2)[C:14]([O:16][CH2:28][CH2:29][CH:30]2[O:35][CH2:34][CH2:33][CH2:32][O:31]2)=[O:15])=[O:19])=[CH:21][CH:22]=1. (10) Given the reactants [CH:1]([C:4]1[CH:11]=[CH:10][C:7]([CH:8]=O)=[CH:6][CH:5]=1)([CH3:3])[CH3:2].[NH2:12][C:13]1[S:14][C:15]([S:18]([C:21]2[CH:26]=[CH:25][C:24]([N+:27]([O-:29])=[O:28])=[CH:23][CH:22]=2)(=[O:20])=[O:19])=[CH:16][N:17]=1.C([O:32][C:33](=O)[C:34]([OH:44])=[CH:35][C:36](=[O:43])[C:37]1[CH:38]=[N:39][CH:40]=[CH:41][CH:42]=1)C, predict the reaction product. The product is: [OH:44][C:34]1[C:33](=[O:32])[N:12]([C:13]2[S:14][C:15]([S:18]([C:21]3[CH:22]=[CH:23][C:24]([N+:27]([O-:29])=[O:28])=[CH:25][CH:26]=3)(=[O:19])=[O:20])=[CH:16][N:17]=2)[CH:8]([C:7]2[CH:10]=[CH:11][C:4]([CH:1]([CH3:3])[CH3:2])=[CH:5][CH:6]=2)[C:35]=1[C:36]([C:37]1[CH:38]=[N:39][CH:40]=[CH:41][CH:42]=1)=[O:43].